From a dataset of Reaction yield outcomes from USPTO patents with 853,638 reactions. Predict the reaction yield, written as a fraction of the theoretical maximum amount of product (1.0 means a 100% yield; for example, 0.34 means a 34% yield). (1) The yield is 0.300. The catalyst is CN(C=O)C. The reactants are [CH3:1][O:2][C:3]1[CH:4]=[C:5]2[C:10](=[CH:11][CH:12]=1)[CH:9]=[C:8]([OH:13])[CH:7]=[CH:6]2.C(=O)([O-])[O-].[Cs+].[Cs+].[Br:20][CH:21](Br)[CH3:22]. The product is [Br:20][CH2:21][CH2:22][O:13][C:8]1[CH:7]=[CH:6][C:5]2[C:10](=[CH:11][CH:12]=[C:3]([O:2][CH3:1])[CH:4]=2)[CH:9]=1. (2) The reactants are [CH3:1][O:2][C:3]1[CH:8]=[C:7]([N:9]2[CH:14]3[CH:12]([CH2:13]3)[N:11](C(OCC3C=CC=CC=3)=O)[C:10]2=[O:25])[CH:6]=[CH:5][N:4]=1.Cl. No catalyst specified. The product is [CH3:1][O:2][C:3]1[CH:8]=[C:7]([N:9]2[C:10](=[O:25])[NH:11][CH:12]3[CH:14]2[CH2:13]3)[CH:6]=[CH:5][N:4]=1. The yield is 0.670. (3) The reactants are [CH3:1][CH:2]1[CH2:7][CH2:6][NH:5][CH2:4][CH:3]1[NH:8][P:9](=[O:16])([O:13][CH2:14][CH3:15])[O:10][CH2:11][CH3:12].Cl[C:18]1[CH:23]=[CH:22][N:21]=[CH:20][C:19]=1[N+:24]([O-:26])=[O:25].CCN(C(C)C)C(C)C. The catalyst is C(O)(C)C. The product is [CH3:1][CH:2]1[CH2:7][CH2:6][N:5]([C:18]2[CH:23]=[CH:22][N:21]=[CH:20][C:19]=2[N+:24]([O-:26])=[O:25])[CH2:4][CH:3]1[NH:8][P:9](=[O:16])([O:13][CH2:14][CH3:15])[O:10][CH2:11][CH3:12]. The yield is 0.520. (4) The reactants are [CH2:1]([NH:5][C:6]1[CH:7]=[CH:8][C:9]2[N:10]([C:12]([C:15]3[CH:16]=[C:17]4[C:21](=[CH:22][CH:23]=3)[C:20](=O)[CH2:19][CH2:18]4)=[CH:13][N:14]=2)[N:11]=1)[CH2:2][CH2:3][CH3:4].C([O-])(=O)C.[NH4+].C([BH3-])#[N:31].[Na+]. The catalyst is CO. The product is [NH2:31][CH:20]1[C:21]2[C:17](=[CH:16][C:15]([C:12]3[N:10]4[N:11]=[C:6]([NH:5][CH2:1][CH2:2][CH2:3][CH3:4])[CH:7]=[CH:8][C:9]4=[N:14][CH:13]=3)=[CH:23][CH:22]=2)[CH2:18][CH2:19]1. The yield is 0.520. (5) The reactants are Br[C:2]1[CH:7]=[CH:6][C:5]([C:8]([CH2:24][CH2:25][Cl:26])=[C:9]([C:17]2[CH:22]=[CH:21][C:20]([OH:23])=[CH:19][CH:18]=2)[C:10]2[CH:15]=[CH:14][C:13]([OH:16])=[CH:12][CH:11]=2)=[CH:4][CH:3]=1.[C:27]([O:31][CH2:32][CH3:33])(=[O:30])[CH:28]=[CH2:29]. No catalyst specified. The product is [Cl:26][CH2:25][CH2:24][C:8]([C:5]1[CH:6]=[CH:7][C:2](/[CH:29]=[CH:28]/[C:27]([O:31][CH2:32][CH3:33])=[O:30])=[CH:3][CH:4]=1)=[C:9]([C:17]1[CH:22]=[CH:21][C:20]([OH:23])=[CH:19][CH:18]=1)[C:10]1[CH:11]=[CH:12][C:13]([OH:16])=[CH:14][CH:15]=1. The yield is 0.630. (6) The reactants are C1(OC(=O)[N:9]([C:19]2[CH:24]=[C:23]([Cl:25])[CH:22]=[CH:21][N:20]=2)[C:10]([O:12]C2C=CC=CC=2)=O)C=CC=CC=1.[CH2:27]([N:29]([CH2:34][CH3:35])[CH2:30][CH2:31][CH2:32][NH2:33])[CH3:28]. The catalyst is CN(C)C=O. The product is [Cl:25][C:23]1[CH:22]=[CH:21][N:20]=[C:19]([NH:9][C:10]([NH:33][CH2:32][CH2:31][CH2:30][N:29]([CH2:34][CH3:35])[CH2:27][CH3:28])=[O:12])[CH:24]=1. The yield is 0.543. (7) The reactants are [N+:1]([C:4]1[CH:18]=[CH:17][C:7]([O:8][CH2:9][CH2:10][N:11]2[CH2:16][CH2:15][O:14][CH2:13][CH2:12]2)=[CH:6][CH:5]=1)([O-])=O. The catalyst is C(O)C.[OH-].[Pd+2].[OH-]. The product is [N:11]1([CH2:10][CH2:9][O:8][C:7]2[CH:17]=[CH:18][C:4]([NH2:1])=[CH:5][CH:6]=2)[CH2:16][CH2:15][O:14][CH2:13][CH2:12]1. The yield is 0.630. (8) The reactants are [F:1][C:2]([F:17])([F:16])[CH:3]([C:12]([F:15])([F:14])[F:13])[O:4][CH2:5][CH2:6][CH2:7][S:8](Cl)(=[O:10])=[O:9].[CH3:18][N:19]([CH2:21][CH2:22][CH2:23][NH2:24])[CH3:20]. The catalyst is C(Cl)(Cl)Cl. The product is [CH3:18][N:19]([CH3:20])[CH2:21][CH2:22][CH2:23][NH:24][S:8]([CH2:7][CH2:6][CH2:5][O:4][CH:3]([C:12]([F:15])([F:14])[F:13])[C:2]([F:17])([F:16])[F:1])(=[O:10])=[O:9]. The yield is 0.928.